Dataset: Catalyst prediction with 721,799 reactions and 888 catalyst types from USPTO. Task: Predict which catalyst facilitates the given reaction. Reactant: [C:1]1([C:10]2[CH:15]=[CH:14][CH:13]=[CH:12][CH:11]=2)[C:2]([C:7]([OH:9])=O)=[CH:3][CH:4]=[CH:5][CH:6]=1.S(Cl)(Cl)=O.[C:20]1([CH2:26][N:27]2[CH2:32][CH2:31][CH:30]([C:33]3[CH:38]=[CH:37][C:36]([NH2:39])=[CH:35][CH:34]=3)[CH2:29][CH2:28]2)[CH:25]=[CH:24][CH:23]=[CH:22][CH:21]=1.CC(NC(C)C)C. Product: [C:20]1([CH2:26][N:27]2[CH2:28][CH2:29][CH:30]([C:33]3[CH:34]=[CH:35][C:36]([NH:39][C:7]([C:2]4[C:1]([C:10]5[CH:15]=[CH:14][CH:13]=[CH:12][CH:11]=5)=[CH:6][CH:5]=[CH:4][CH:3]=4)=[O:9])=[CH:37][CH:38]=3)[CH2:31][CH2:32]2)[CH:21]=[CH:22][CH:23]=[CH:24][CH:25]=1. The catalyst class is: 59.